Dataset: Full USPTO retrosynthesis dataset with 1.9M reactions from patents (1976-2016). Task: Predict the reactants needed to synthesize the given product. Given the product [O:30]=[S:2]1(=[O:1])[C:8]2[CH:9]=[CH:10][CH:11]=[CH:12][C:7]=2[CH2:6][N:5]([C:13]2[CH:22]=[C:21]([NH:23][CH2:24][CH2:25][C:26]([O:28][CH3:35])=[O:27])[C:20]3[C:15](=[CH:16][CH:17]=[C:18]([CH3:29])[CH:19]=3)[N:14]=2)[CH2:4][CH2:3]1, predict the reactants needed to synthesize it. The reactants are: [O:1]=[S:2]1(=[O:30])[C:8]2[CH:9]=[CH:10][CH:11]=[CH:12][C:7]=2[CH2:6][N:5]([C:13]2[CH:22]=[C:21]([NH:23][CH2:24][CH2:25][C:26]([OH:28])=[O:27])[C:20]3[C:15](=[CH:16][CH:17]=[C:18]([CH3:29])[CH:19]=3)[N:14]=2)[CH2:4][CH2:3]1.S(Cl)(Cl)=O.[CH3:35]O.